This data is from Reaction yield outcomes from USPTO patents with 853,638 reactions. The task is: Predict the reaction yield, written as a fraction of the theoretical maximum amount of product (1.0 means a 100% yield; for example, 0.34 means a 34% yield). (1) The reactants are [C:1](Cl)(=[O:3])[CH3:2].Cl.[Cl:6][C:7]1[C:8]([F:38])=[C:9]([NH:13][C:14]2[C:23]3[C:18](=[CH:19][C:20]([O:36][CH3:37])=[C:21]([CH2:24][N:25]([CH3:35])[C:26]4([C:32]([NH2:34])=[O:33])[CH2:31][CH2:30][NH:29][CH2:28][CH2:27]4)[CH:22]=3)[N:17]=[CH:16][N:15]=2)[CH:10]=[CH:11][CH:12]=1.C(N(CC)CC)C. The catalyst is ClCCl. The product is [C:1]([N:29]1[CH2:30][CH2:31][C:26]([N:25]([CH2:24][C:21]2[CH:22]=[C:23]3[C:18](=[CH:19][C:20]=2[O:36][CH3:37])[N:17]=[CH:16][N:15]=[C:14]3[NH:13][C:9]2[CH:10]=[CH:11][CH:12]=[C:7]([Cl:6])[C:8]=2[F:38])[CH3:35])([C:32]([NH2:34])=[O:33])[CH2:27][CH2:28]1)(=[O:3])[CH3:2]. The yield is 0.910. (2) The reactants are [Cl-].[Al+3].[Cl-].[Cl-].[Cl-].[Na+].[O:7]1[C:17]2[C:12](=[CH:13][CH:14]=[CH:15][CH:16]=2)[CH2:11][CH2:10][C:8]1=[O:9].Cl. The catalyst is O. The product is [OH:7][C:17]1[CH:16]=[CH:15][CH:14]=[C:13]2[C:12]=1[CH2:11][CH2:10][C:8]2=[O:9]. The yield is 0.850. (3) The reactants are [Cl:1][C:2]1[CH:10]=[CH:9][C:5]([CH2:6][C:7]#[N:8])=[CH:4][CH:3]=1.[CH3:11][C:12]([CH3:17])([CH3:16])[CH2:13][CH:14]=O.C[O-].[Na+]. The catalyst is CO. The product is [Cl:1][C:2]1[CH:10]=[CH:9][C:5](/[C:6](=[CH:14]/[CH2:13][C:12]([CH3:17])([CH3:16])[CH3:11])/[C:7]#[N:8])=[CH:4][CH:3]=1. The yield is 0.710. (4) The reactants are [NH:1]1[CH:5]=[C:4]([C:6]2[CH:11]=[CH:10][N:9]=[C:8]3[N:12]([CH2:15][O:16][CH2:17][CH2:18][Si:19]([CH3:22])([CH3:21])[CH3:20])[CH:13]=[CH:14][C:7]=23)[CH:3]=[N:2]1.[C:23]([CH:25]=[C:26]1[CH2:29][N:28]([C:30]2[CH:41]=[CH:40][C:33]([C:34]([NH:36][CH:37]([CH3:39])[CH3:38])=[O:35])=[CH:32][CH:31]=2)[CH2:27]1)#[N:24].N12CCCN=C1CCCCC2.C(#N)C. No catalyst specified. The product is [C:23]([CH2:25][C:26]1([N:1]2[CH:5]=[C:4]([C:6]3[CH:11]=[CH:10][N:9]=[C:8]4[N:12]([CH2:15][O:16][CH2:17][CH2:18][Si:19]([CH3:22])([CH3:21])[CH3:20])[CH:13]=[CH:14][C:7]=34)[CH:3]=[N:2]2)[CH2:29][N:28]([C:30]2[CH:41]=[CH:40][C:33]([C:34]([NH:36][CH:37]([CH3:38])[CH3:39])=[O:35])=[CH:32][CH:31]=2)[CH2:27]1)#[N:24]. The yield is 0.843.